This data is from Full USPTO retrosynthesis dataset with 1.9M reactions from patents (1976-2016). The task is: Predict the reactants needed to synthesize the given product. (1) Given the product [Br:22][C:23]1[CH:24]=[C:25]([CH:28]=[CH:29][CH:30]=1)[CH2:26][N:14]1[CH2:15][C:12]2([CH2:16][C:9]([N:6]3[CH2:5][CH2:4][C:3]([CH3:2])([C:17]([OH:19])=[O:18])[CH2:8][CH2:7]3)=[N:10][O:11]2)[CH2:13]1, predict the reactants needed to synthesize it. The reactants are: Cl.[CH3:2][C:3]1([C:17]([O:19]CC)=[O:18])[CH2:8][CH2:7][N:6]([C:9]2[CH2:16][C:12]3([CH2:15][NH:14][CH2:13]3)[O:11][N:10]=2)[CH2:5][CH2:4]1.[Br:22][C:23]1[CH:24]=[C:25]([CH:28]=[CH:29][CH:30]=1)[CH:26]=O. (2) Given the product [C:18]([CH:20]([CH:12]([C:11]1[CH:14]=[CH:15][CH:16]=[CH:17][C:10]=1[F:9])[CH2:2][C:1]([O:4][CH3:5])=[O:3])[C:21]([O:23][CH3:24])=[O:22])#[N:19], predict the reactants needed to synthesize it. The reactants are: [C:1]([O:4][CH3:5])(=[O:3])[CH3:2].C[O-].[Na+].[F:9][C:10]1[CH:17]=[CH:16][CH:15]=[CH:14][C:11]=1[CH:12]=O.[C:18]([CH2:20][C:21]([O:23][CH3:24])=[O:22])#[N:19].Cl.